Dataset: hERG potassium channel inhibition data for cardiac toxicity prediction from Karim et al.. Task: Regression/Classification. Given a drug SMILES string, predict its toxicity properties. Task type varies by dataset: regression for continuous values (e.g., LD50, hERG inhibition percentage) or binary classification for toxic/non-toxic outcomes (e.g., AMES mutagenicity, cardiotoxicity, hepatotoxicity). Dataset: herg_karim. (1) The drug is CCCCCCCN(CC)CCCCc1ccc(N)cc1. The result is 1 (blocker). (2) The compound is Cn1cnc(C(=O)N(Cc2ccc(F)c(C(F)(F)F)c2)[C@@H]2C[C@@H]3CNC[C@@H]3C2)c1. The result is 1 (blocker). (3) The molecule is Cc1c(C)c2c(c(C)c1O)CCC(C)(COc1ccc(CC3SC(=O)NC3=O)cc1)O2. The result is 0 (non-blocker).